The task is: Predict the reaction yield, written as a fraction of the theoretical maximum amount of product (1.0 means a 100% yield; for example, 0.34 means a 34% yield).. This data is from Reaction yield outcomes from USPTO patents with 853,638 reactions. (1) The reactants are [Cl:1][C:2]1[CH:7]=[CH:6][CH:5]=[C:4]([F:8])[C:3]=1[C:9]1[C:13]([C:14]([NH:16][NH:17][CH:18]=O)=O)=[C:12]([C:20]2[CH:21]=[N:22][N:23]([C:29]3[CH:34]=[CH:33][CH:32]=[C:31]([Cl:35])[CH:30]=3)[C:24]=2[C:25]([F:28])([F:27])[F:26])[O:11][N:10]=1.COC1C=CC(P2(SP(C3C=CC(OC)=CC=3)(=S)S2)=[S:45])=CC=1. The catalyst is O1CCOCC1.ClCCl. The product is [Cl:1][C:2]1[CH:7]=[CH:6][CH:5]=[C:4]([F:8])[C:3]=1[C:9]1[C:13]([C:14]2[S:45][CH:18]=[N:17][N:16]=2)=[C:12]([C:20]2[CH:21]=[N:22][N:23]([C:29]3[CH:34]=[CH:33][CH:32]=[C:31]([Cl:35])[CH:30]=3)[C:24]=2[C:25]([F:28])([F:27])[F:26])[O:11][N:10]=1. The yield is 0.310. (2) The reactants are [Br:1][C:2]1[C:3]([CH3:13])=[N:4][C:5]([C:8]2[N:12]=[CH:11][NH:10][N:9]=2)=[CH:6][CH:7]=1.C(=O)([O-])[O-].[Na+].[Na+].[C:20](O[C:20]([O:22][C:23]([CH3:26])([CH3:25])[CH3:24])=[O:21])([O:22][C:23]([CH3:26])([CH3:25])[CH3:24])=[O:21]. The catalyst is O1CCOCC1.O. The product is [Br:1][C:2]1[CH:7]=[CH:6][C:5]([C:8]2[N:12]=[CH:11][N:10]([C:20]([O:22][C:23]([CH3:26])([CH3:25])[CH3:24])=[O:21])[N:9]=2)=[N:4][C:3]=1[CH3:13]. The yield is 0.600. (3) The reactants are [N:1]1([CH2:7][CH2:8][N:9]2[C:13]3[CH:14]=[CH:15][CH:16]=[CH:17][C:12]=3[N:11]([C:18]([NH:20][C@H:21]([C:26]([O:28]C)=[O:27])[C@H:22]([CH2:24][CH3:25])[CH3:23])=[O:19])[C:10]2=[O:30])[CH2:6][CH2:5][O:4][CH2:3][CH2:2]1.[ClH:31]. The catalyst is C(O)(=O)C. The product is [ClH:31].[N:1]1([CH2:7][CH2:8][N:9]2[C:13]3[CH:14]=[CH:15][CH:16]=[CH:17][C:12]=3[N:11]([C:18]([NH:20][C@H:21]([C:26]([OH:28])=[O:27])[C@H:22]([CH2:24][CH3:25])[CH3:23])=[O:19])[C:10]2=[O:30])[CH2:6][CH2:5][O:4][CH2:3][CH2:2]1. The yield is 0.810. (4) The reactants are [C:1]1([CH2:11][C:12]([NH2:14])=[O:13])[C:10]2[C:5](=[CH:6][CH:7]=[CH:8][CH:9]=2)[CH:4]=[CH:3][CH:2]=1.I[C:16]1[CH:20]=[CH:19][S:18][CH:17]=1.N[C@@H]1CCCC[C@H]1N.C(=O)([O-])[O-].[K+].[K+]. The catalyst is O1CCOCC1.O.C(OCC)(=O)C. The product is [C:1]1([CH2:11][C:12]([NH:14][C:16]2[CH:20]=[CH:19][S:18][CH:17]=2)=[O:13])[C:10]2[C:5](=[CH:6][CH:7]=[CH:8][CH:9]=2)[CH:4]=[CH:3][CH:2]=1. The yield is 0.950. (5) The reactants are [C:1]([O:5][CH:6]([C:11]1[C:12]([CH:36]([CH3:38])[CH3:37])=[N:13][C:14]2[C:15]([CH3:35])([CH3:34])[CH2:16][N:17](C(=O)C(F)(F)F)[CH2:18][C:19]=2[C:20]=1[C:21]1[CH:26]=[CH:25][C:24]([F:27])=[CH:23][CH:22]=1)[C:7]([O:9]C)=[O:8])([CH3:4])([CH3:3])[CH3:2].[OH-].[Na+].CC#N.O. The catalyst is CO. The product is [C:1]([O:5][CH:6]([C:11]1[C:12]([CH:36]([CH3:38])[CH3:37])=[N:13][C:14]2[C:15]([CH3:35])([CH3:34])[CH2:16][NH:17][CH2:18][C:19]=2[C:20]=1[C:21]1[CH:22]=[CH:23][C:24]([F:27])=[CH:25][CH:26]=1)[C:7]([OH:9])=[O:8])([CH3:4])([CH3:3])[CH3:2]. The yield is 0.310. (6) The reactants are [CH3:1][S:2](Cl)(=O)=O.ClC1N=C(N(C(OC(C)(C)C)=O)C(OC(C)(C)C)=O)[N:10]=[C:9]2[N:28]([CH2:36][C:37]3[C:42]([CH3:43])=[C:41]([O:44][CH3:45])[C:40]([CH3:46])=[CH:39][N:38]=3)[N:29]=[C:30]([CH2:31][CH:32]([OH:35])[CH2:33]O)[C:8]=12.ClC1N=[C:52]([N:54]([C:62]([O:64][C:65]([CH3:68])([CH3:67])[CH3:66])=[O:63])[C:55]([O:57][C:58]([CH3:61])([CH3:60])[CH3:59])=[O:56])[N:51]=C2N(CC3C(C)=C(OC)C(C)=CN=3)N=C(CCC=O)C=12.N1C(C)=CC(C)=CC=1C.Cl. The catalyst is ClCCl. The product is [OH:35][CH:32]1[C:33]2[CH2:1][S:2][N:51]=[C:52]([N:54]([C:62]([O:64][C:65]([CH3:68])([CH3:67])[CH3:66])=[O:63])[C:55]([O:57][C:58]([CH3:60])([CH3:61])[CH3:59])=[O:56])[C:9]3=[N:10][N:28]([CH2:36][C:37]4[C:42]([CH3:43])=[C:41]([O:44][CH3:45])[C:40]([CH3:46])=[CH:39][N:38]=4)[N:29]=[C:30]([C:8]=23)[CH2:31]1. The yield is 0.920. (7) The reactants are [CH3:1][O:2][C:3](=[O:24])[CH:4]([N:6]1[CH:11]=[CH:10][CH:9]=[C:8]([NH:12]C(OCC2C=CC=CC=2)=O)[C:7]1=[O:23])[CH3:5]. The catalyst is [Pd].CO. The product is [NH2:12][C:8]1[C:7](=[O:23])[N:6]([CH:4]([CH3:5])[C:3]([O:2][CH3:1])=[O:24])[CH:11]=[CH:10][CH:9]=1. The yield is 1.00. (8) The reactants are [CH3:1][N:2]1[CH2:7][CH2:6][N:5]([C:8]2[CH:13]=[N:12][NH:11][C:10](=O)[CH:9]=2)[CH2:4][CH2:3]1.P(Cl)(Cl)([Cl:17])=O. No catalyst specified. The product is [Cl:17][C:10]1[N:11]=[N:12][CH:13]=[C:8]([N:5]2[CH2:6][CH2:7][N:2]([CH3:1])[CH2:3][CH2:4]2)[CH:9]=1. The yield is 0.220. (9) The reactants are C(OC([NH:11][CH2:12][CH2:13][CH2:14][CH2:15][C@H:16]([N:21]1[C:33]2[CH:32]=[CH:31][CH:30]=[CH:29][C:28]=2[C:27]2[C:22]1=[CH:23][CH:24]=[CH:25][CH:26]=2)[C:17]([O:19][CH3:20])=[O:18])=O)C1C=CC=CC=1.C1COCC1. The catalyst is [Pd].C(O)(C)C. The product is [CH3:20][O:19][C:17](=[O:18])[C@@H:16]([N:21]1[C:22]2[CH:23]=[CH:24][CH:25]=[CH:26][C:27]=2[C:28]2[C:33]1=[CH:32][CH:31]=[CH:30][CH:29]=2)[CH2:15][CH2:14][CH2:13][CH2:12][NH2:11]. The yield is 0.850.